This data is from Forward reaction prediction with 1.9M reactions from USPTO patents (1976-2016). The task is: Predict the product of the given reaction. Given the reactants B(F)(F)F.[CH3:5][CH2:6][O:7][CH2:8][CH3:9].[F:10][C:11]1[CH:16]=[C:15]([F:17])[CH:14]=[CH:13][C:12]=1I.[CH2:19]([Li])[CH2:20][CH2:21][CH3:22].[Cl-].[NH4+:25].[C:26]([O:29]CC)(=O)[CH3:27], predict the reaction product. The product is: [F:10][C:11]1[CH:16]=[C:15]([F:17])[CH:14]=[CH:13][C:12]=1[C:9]12[CH2:8][O:7][CH:6]([C@@H:20]3[CH2:19][C@H:21]3[CH3:22])[CH2:5][CH:27]1[CH2:26][O:29][NH:25]2.